Dataset: Catalyst prediction with 721,799 reactions and 888 catalyst types from USPTO. Task: Predict which catalyst facilitates the given reaction. (1) Reactant: [CH2:1]([O:8][C:9]1[C:14]([O:15][CH2:16][C:17]2[CH:22]=[CH:21][CH:20]=[CH:19][CH:18]=2)=[C:13]([C:23]([NH:25][CH2:26][C:27]2[CH:32]=[CH:31][C:30]([F:33])=[CH:29][CH:28]=2)=[O:24])[N:12]=[C:11]([C:34]([OH:36])=O)[CH:10]=1)[C:2]1[CH:7]=[CH:6][CH:5]=[CH:4][CH:3]=1.[NH2:37][CH2:38][C:39]1[CH:40]=[N:41][CH:42]=[CH:43][CH:44]=1.CCN(CC)CC.C1N(P(Cl)(N2C(=O)OCC2)=O)C(=O)OC1. Product: [CH2:16]([O:15][C:14]1[C:13]([C:23]([NH:25][CH2:26][C:27]2[CH:32]=[CH:31][C:30]([F:33])=[CH:29][CH:28]=2)=[O:24])=[N:12][C:11]([C:34]([NH:37][CH2:38][C:39]2[CH:40]=[N:41][CH:42]=[CH:43][CH:44]=2)=[O:36])=[CH:10][C:9]=1[O:8][CH2:1][C:2]1[CH:7]=[CH:6][CH:5]=[CH:4][CH:3]=1)[C:17]1[CH:18]=[CH:19][CH:20]=[CH:21][CH:22]=1. The catalyst class is: 2. (2) The catalyst class is: 8. Product: [OH-:9].[NH4+:5].[CH3:8][OH:9].[Cl:29][CH2:30][Cl:31].[NH2:5][CH2:6][CH2:7][CH2:8][O:9][C:10]1[CH:11]=[C:12]([CH2:18][OH:19])[CH:13]=[C:14]([CH2:16][OH:17])[CH:15]=1. Reactant: C1(=O)[N:5]([CH2:6][CH2:7][CH2:8][O:9][C:10]2[CH:11]=[C:12]([CH2:18][OH:19])[CH:13]=[C:14]([CH2:16][OH:17])[CH:15]=2)C(=O)C2=CC=CC=C12.O.NN.[Cl:29][CH2:30][Cl:31]. (3) Reactant: [Cl:1][C:2]1[CH:10]=[CH:9][C:8]([C:11]2[N:12]([C:22]([O:24][C:25]([CH3:28])([CH3:27])[CH3:26])=[O:23])[C:13]3[C:18]([CH:19]=2)=[CH:17][C:16]([CH:20]=O)=[CH:15][CH:14]=3)=[C:7]2[C:3]=1[CH2:4][NH:5][C:6]2=[O:29].[NH2:30][C:31]([CH3:35])([CH3:34])[CH2:32][OH:33].C(O[BH-](OC(=O)C)OC(=O)C)(=O)C.[Na+]. Product: [Cl:1][C:2]1[CH:10]=[CH:9][C:8]([C:11]2[N:12]([C:22]([O:24][C:25]([CH3:27])([CH3:26])[CH3:28])=[O:23])[C:13]3[C:18]([CH:19]=2)=[CH:17][C:16]([CH2:20][NH:30][C:31]([CH3:35])([CH3:34])[CH2:32][OH:33])=[CH:15][CH:14]=3)=[C:7]2[C:3]=1[CH2:4][NH:5][C:6]2=[O:29]. The catalyst class is: 4. (4) Reactant: [CH2:1]([O:4][C:5]1[CH:6]=[C:7]([CH:27]=[CH:28][CH:29]=1)[O:8][C:9]1[CH:26]=[CH:25][C:12]([CH2:13][NH:14][C:15]2[CH:20]=[CH:19][CH:18]=[C:17]([N+:21]([O-:23])=[O:22])[C:16]=2[CH3:24])=[CH:11][CH:10]=1)[CH:2]=[CH2:3].Br[CH2:31][C:32]1[CH:39]=[CH:38][C:35]([C:36]#[N:37])=[CH:34][CH:33]=1.CCN(C(C)C)C(C)C. Product: [CH2:1]([O:4][C:5]1[CH:6]=[C:7]([CH:27]=[CH:28][CH:29]=1)[O:8][C:9]1[CH:10]=[CH:11][C:12]([CH2:13][N:14]([CH2:31][C:32]2[CH:39]=[CH:38][C:35]([C:36]#[N:37])=[CH:34][CH:33]=2)[C:15]2[CH:20]=[CH:19][CH:18]=[C:17]([N+:21]([O-:23])=[O:22])[C:16]=2[CH3:24])=[CH:25][CH:26]=1)[CH:2]=[CH2:3]. The catalyst class is: 31. (5) Reactant: CC(C)([O-])C.[K+].[NH2:7][C:8]1[S:9][C:10]2[C:15](=[O:16])[NH:14][C:13](=[S:17])[NH:12][C:11]=2[N:18]=1.[F:19][C:20]1[C:27]([F:28])=[CH:26][CH:25]=[CH:24][C:21]=1[CH2:22]Br. Product: [NH2:7][C:8]1[S:9][C:10]2[C:15](=[O:16])[N:14]=[C:13]([S:17][CH2:22][C:21]3[CH:24]=[CH:25][CH:26]=[C:27]([F:28])[C:20]=3[F:19])[NH:12][C:11]=2[N:18]=1. The catalyst class is: 16. (6) Reactant: O[CH:2]=[C:3]1[C:11]2[C:6](=[CH:7][C:8]([C:12]([C:14]3[CH:15]=[C:16]([NH:20][C:21]([C:23]4[S:24][CH:25]=[CH:26][CH:27]=4)=[O:22])[CH:17]=[CH:18][CH:19]=3)=[O:13])=[CH:9][CH:10]=2)[NH:5][C:4]1=[O:28].[NH2:29][C:30]1[CH:31]=[CH:32][C:33]([O:37][CH3:38])=[C:34]([OH:36])[CH:35]=1. Product: [OH:36][C:34]1[CH:35]=[C:30]([NH:29][CH:2]=[C:3]2[C:11]3[C:6](=[CH:7][C:8]([C:12]([C:14]4[CH:15]=[C:16]([NH:20][C:21]([C:23]5[S:24][CH:25]=[CH:26][CH:27]=5)=[O:22])[CH:17]=[CH:18][CH:19]=4)=[O:13])=[CH:9][CH:10]=3)[NH:5][C:4]2=[O:28])[CH:31]=[CH:32][C:33]=1[O:37][CH3:38]. The catalyst class is: 1. (7) Reactant: [Cl:1][C:2]1[C:3]2[CH:10]=[CH:9][NH:8][C:4]=2[N:5]=[CH:6][N:7]=1.[Br:11]N1C(=O)CCC1=O. Product: [Br:11][C:10]1[C:3]2[C:2]([Cl:1])=[N:7][CH:6]=[N:5][C:4]=2[NH:8][CH:9]=1. The catalyst class is: 22. (8) Reactant: [CH:1]1([CH2:6][C@H:7]([CH2:11][OH:12])[C:8]([OH:10])=O)[CH2:5][CH2:4][CH2:3][CH2:2]1.Cl.[CH2:14]([O:21][NH2:22])[C:15]1[CH:20]=[CH:19][CH:18]=[CH:17][CH:16]=1.Cl.CN(C)CCCN=C=NCC.Cl. Product: [CH:1]1([CH2:6][C@H:7]([CH2:11][OH:12])[C:8]([NH:22][O:21][CH2:14][C:15]2[CH:20]=[CH:19][CH:18]=[CH:17][CH:16]=2)=[O:10])[CH2:2][CH2:3][CH2:4][CH2:5]1. The catalyst class is: 119. (9) Reactant: [Cl:1][C:2]1[C:10]([Cl:11])=[C:9]2[C:5]([CH2:6][C:7]([CH:14]3[CH2:18][CH2:17][CH2:16][CH2:15]3)([CH3:13])[C:8]2=[O:12])=[CH:4][C:3]=1[O:19][CH2:20][CH2:21][O:22][C:23]1[CH:30]=[CH:29][C:26]([C:27]#[N:28])=[CH:25][CH:24]=1.C[Si]([N:35]=[N+:36]=[N-:37])(C)C.C([Sn](=O)CCCC)CCC. Product: [Cl:1][C:2]1[C:10]([Cl:11])=[C:9]2[C:5]([CH2:6][C:7]([CH:14]3[CH2:18][CH2:17][CH2:16][CH2:15]3)([CH3:13])[C:8]2=[O:12])=[CH:4][C:3]=1[O:19][CH2:20][CH2:21][O:22][C:23]1[CH:24]=[CH:25][C:26]([C:27]2[N:35]=[N:36][NH:37][N:28]=2)=[CH:29][CH:30]=1. The catalyst class is: 11.